The task is: Predict the product of the given reaction.. This data is from Forward reaction prediction with 1.9M reactions from USPTO patents (1976-2016). (1) Given the reactants [O:1]=[S:2]1(=[O:28])[CH2:7][CH2:6][CH:5]([C:8]2[C:16]3[C:11](=[C:12]([C:25]([NH2:27])=[O:26])[CH:13]=[C:14]([C:17]4[CH:22]=[CH:21][CH:20]=[C:19]([CH:23]=O)[CH:18]=4)[CH:15]=3)[NH:10][CH:9]=2)[CH2:4][CH2:3]1.Cl.CN.C(O)(=O)C.[C:36]([BH3-])#[N:37].[Na+], predict the reaction product. The product is: [O:28]=[S:2]1(=[O:1])[CH2:3][CH2:4][CH:5]([C:8]2[C:16]3[C:11](=[C:12]([C:25]([NH2:27])=[O:26])[CH:13]=[C:14]([C:17]4[CH:22]=[CH:21][CH:20]=[C:19]([CH2:23][NH:37][CH3:36])[CH:18]=4)[CH:15]=3)[NH:10][CH:9]=2)[CH2:6][CH2:7]1. (2) The product is: [C:2]1([CH:4]2[CH2:9][CH2:8][N:7]([C:10]([O:12][CH2:13][C:14]3[CH:19]=[CH:18][CH:17]=[CH:16][CH:15]=3)=[O:11])[CH2:6][CH2:5]2)[N:41]2[C:36]3[CH:35]=[CH:34][NH:33][C:37]=3[N:38]=[CH:39][C:40]2=[N:42][N:43]=1. Given the reactants Cl[C:2]([CH:4]1[CH2:9][CH2:8][N:7]([C:10]([O:12][CH2:13][C:14]2[CH:19]=[CH:18][CH:17]=[CH:16][CH:15]=2)=[O:11])[CH2:6][CH2:5]1)=O.C(C1C=CC(S([N:33]2[C:37]3=[N:38][CH:39]=[C:40]([NH:42][NH2:43])[N:41]=[C:36]3[CH:35]=[CH:34]2)(=O)=O)=CC=1)(C)(C)C.CCN(C(C)C)C(C)C.O=S(Cl)Cl.C([O-])([O-])=O.[Na+].[Na+], predict the reaction product. (3) Given the reactants [C:1]1([CH2:7][O:8][C:9]2[CH:14]=[CH:13][C:12]([O:15][CH2:16][C@@H:17]3[CH2:21][CH2:20][CH2:19][N:18]3C(OC(C)(C)C)=O)=[CH:11][C:10]=2[C:29]([NH:31][C:32]2[CH:33]=[N:34][CH:35]=[CH:36][CH:37]=2)=[O:30])[CH:6]=[CH:5][CH:4]=[CH:3][CH:2]=1.FC(F)(F)C(O)=O.C([O-])(O)=O.[Na+], predict the reaction product. The product is: [C:1]1([CH2:7][O:8][C:9]2[CH:14]=[CH:13][C:12]([O:15][CH2:16][C@@H:17]3[CH2:21][CH2:20][CH2:19][NH:18]3)=[CH:11][C:10]=2[C:29]([NH:31][C:32]2[CH:33]=[N:34][CH:35]=[CH:36][CH:37]=2)=[O:30])[CH:2]=[CH:3][CH:4]=[CH:5][CH:6]=1. (4) Given the reactants [Br:1][C:2]1[CH:7]=[C:6]([O:8][C:9]([F:12])([F:11])[F:10])[CH:5]=[C:4](I)[CH:3]=1.[C:14]([OH:22])(=[S:21])[C:15]1[CH:20]=[CH:19][CH:18]=[CH:17][CH:16]=1, predict the reaction product. The product is: [C:14](=[O:22])([S:21][C:4]1[CH:5]=[C:6]([O:8][C:9]([F:12])([F:11])[F:10])[CH:7]=[C:2]([Br:1])[CH:3]=1)[C:15]1[CH:20]=[CH:19][CH:18]=[CH:17][CH:16]=1. (5) Given the reactants [C:1]([O:5][C:6](=[O:22])[NH:7][C:8]1[CH:13]=[C:12]([N:14]([CH3:16])[CH3:15])[C:11]([C:17]([F:20])([F:19])[F:18])=[CH:10][C:9]=1[NH2:21])([CH3:4])([CH3:3])[CH3:2].C([O:27][C:28](=O)[CH2:29][C:30]([C:32]1[CH:37]=[CH:36][CH:35]=[C:34]([C:38]2[O:42][N:41]=[C:40]([CH3:43])[CH:39]=2)[CH:33]=1)=[O:31])(C)(C)C, predict the reaction product. The product is: [C:1]([O:5][C:6](=[O:22])[NH:7][C:8]1[CH:13]=[C:12]([N:14]([CH3:16])[CH3:15])[C:11]([C:17]([F:20])([F:19])[F:18])=[CH:10][C:9]=1[NH:21][C:28](=[O:27])[CH2:29][C:30]([C:32]1[CH:37]=[CH:36][CH:35]=[C:34]([C:38]2[O:42][N:41]=[C:40]([CH3:43])[CH:39]=2)[CH:33]=1)=[O:31])([CH3:4])([CH3:2])[CH3:3]. (6) Given the reactants Cl[C:2]1[C:3]2[C:10]([C:11]([C:13]3[C:14]([F:34])=[C:15]([NH:20][S:21]([C:24]4[CH:29]=[CH:28][C:27]([C:30]([F:33])([F:32])[F:31])=[CH:26][CH:25]=4)(=[O:23])=[O:22])[CH:16]=[CH:17][C:18]=3[F:19])=[O:12])=[CH:9][NH:8][C:4]=2[N:5]=[CH:6][N:7]=1.CS(C)=O.[C-:39]#[N:40].[K+], predict the reaction product. The product is: [C:39]([C:2]1[C:3]2[C:10]([C:11]([C:13]3[C:14]([F:34])=[C:15]([NH:20][S:21]([C:24]4[CH:25]=[CH:26][C:27]([C:30]([F:33])([F:32])[F:31])=[CH:28][CH:29]=4)(=[O:22])=[O:23])[CH:16]=[CH:17][C:18]=3[F:19])=[O:12])=[CH:9][NH:8][C:4]=2[N:5]=[CH:6][N:7]=1)#[N:40]. (7) Given the reactants Cl[C:2]1[C:11]2[CH2:10][CH2:9][C:8]3[CH:12]=[CH:13][CH:14]=[CH:15][C:7]=3[C:6]=2[N:5]=[CH:4][N:3]=1.[CH3:16][N:17]1[C:21]([C:22]2[CH:23]=[C:24]([CH:26]=[CH:27][CH:28]=2)[NH2:25])=[CH:20][N:19]=[C:18]1[CH3:29].CN1CCN(C)C1=O.[OH-].[Na+], predict the reaction product. The product is: [CH3:16][N:17]1[C:21]([C:22]2[CH:23]=[C:24]([NH:25][C:2]3[C:11]4[CH2:10][CH2:9][C:8]5[CH:12]=[CH:13][CH:14]=[CH:15][C:7]=5[C:6]=4[N:5]=[CH:4][N:3]=3)[CH:26]=[CH:27][CH:28]=2)=[CH:20][N:19]=[C:18]1[CH3:29]. (8) Given the reactants [OH2:1].P(Cl)(Cl)([Cl:4])=O.CN(C)C1C=CC=CC=1.[Cl-:16].O[C:18]1[C:23]([CH:24]=[N+](C)C)=[C:22](O)[N:21]=[C:20]([CH3:29])[N:19]=1, predict the reaction product. The product is: [Cl:16][C:18]1[C:23]([CH:24]=[O:1])=[C:22]([Cl:4])[N:21]=[C:20]([CH3:29])[N:19]=1. (9) Given the reactants Cl.C(OC([N:9]1[CH2:14][CH2:13][CH:12]([C:15]2[N:16]([CH3:31])[CH:17]=[C:18]([C:20]3[CH:25]=[CH:24][C:23]([F:26])=[C:22]([C:27]([F:30])([F:29])[F:28])[CH:21]=3)[N:19]=2)[CH2:11][CH2:10]1)=O)(C)(C)C.Cl[C:33]1[N:38]=[CH:37][N:36]=[C:35]2[NH:39][N:40]=[CH:41][C:34]=12.C(N(CC)CC)C, predict the reaction product. The product is: [F:26][C:23]1[CH:24]=[CH:25][C:20]([C:18]2[NH:19][CH:15]([CH:12]3[CH2:11][CH2:10][N:9]([C:33]4[N:38]=[CH:37][N:36]=[C:35]5[NH:39][N:40]=[CH:41][C:34]=45)[CH2:14][CH2:13]3)[N:16]([CH3:31])[CH:17]=2)=[CH:21][C:22]=1[C:27]([F:29])([F:28])[F:30]. (10) Given the reactants [Br:1][C:2]1[CH:3]=[C:4]([CH3:19])[C:5]([C:8]2([OH:18])[CH2:17][CH2:16][C:11]3(OCC[O:12]3)[CH2:10][CH2:9]2)=[N:6][CH:7]=1.C(=O)([O-])O.[Na+], predict the reaction product. The product is: [Br:1][C:2]1[CH:3]=[C:4]([CH3:19])[C:5]([C:8]2([OH:18])[CH2:9][CH2:10][C:11](=[O:12])[CH2:16][CH2:17]2)=[N:6][CH:7]=1.